From a dataset of Reaction yield outcomes from USPTO patents with 853,638 reactions. Predict the reaction yield, written as a fraction of the theoretical maximum amount of product (1.0 means a 100% yield; for example, 0.34 means a 34% yield). (1) The reactants are [OH:1][C:2]1[CH:3]=[CH:4][C:5]2[O:9][CH2:8][C:7](=[O:10])[C:6]=2[CH:11]=1.[CH3:12][N:13]=[C:14]=[O:15].C(N(CC)CC)C. The catalyst is O1CCCC1. The product is [CH3:12][NH:13][C:14](=[O:15])[O:1][C:2]1[CH:3]=[CH:4][C:5]2[O:9][CH2:8][C:7](=[O:10])[C:6]=2[CH:11]=1. The yield is 0.200. (2) The reactants are [Si:1]([O:8][CH2:9][C@@H:10]1[CH2:14][CH2:13][C:12](=[O:15])[N:11]1[C:16]([O:18][CH2:19][C:20]1[CH:25]=[CH:24][CH:23]=[CH:22][CH:21]=1)=[O:17])([C:4]([CH3:7])([CH3:6])[CH3:5])([CH3:3])[CH3:2].[Li+].[OH-].CN(C(ON1N=NC2C=CC=CC1=2)=[N+](C)C)C.F[P-](F)(F)(F)(F)F.[C:52]([N:59]1[CH2:64][CH2:63][NH:62][CH2:61][CH2:60]1)([O:54][C:55]([CH3:58])([CH3:57])[CH3:56])=[O:53]. The catalyst is C1COCC1.O.CCOC(C)=O. The product is [CH2:19]([O:18][C:16]([NH:11][C@H:10]([CH2:9][O:8][Si:1]([C:4]([CH3:7])([CH3:5])[CH3:6])([CH3:3])[CH3:2])[CH2:14][CH2:13][C:12]([N:62]1[CH2:61][CH2:60][N:59]([C:52]([O:54][C:55]([CH3:58])([CH3:57])[CH3:56])=[O:53])[CH2:64][CH2:63]1)=[O:15])=[O:17])[C:20]1[CH:25]=[CH:24][CH:23]=[CH:22][CH:21]=1. The yield is 0.565. (3) The reactants are [N:1]1([CH2:7][CH:8]([OH:11])[CH2:9][OH:10])[CH2:6][CH2:5][O:4][CH2:3][CH2:2]1.[S:12](Cl)([Cl:14])=[O:13]. The catalyst is C(Cl)Cl. The product is [ClH:14].[O:13]=[S:12]1[O:11][CH:8]([CH2:7][N:1]2[CH2:6][CH2:5][O:4][CH2:3][CH2:2]2)[CH2:9][O:10]1. The yield is 0.970. (4) The reactants are N1C=CC=CC=1.[Cl:7][C:8]1[C:13]([C:14]([NH2:16])=O)=[CH:12][N:11]=[C:10]([Cl:17])[CH:9]=1.O=P(Cl)(Cl)Cl.[OH-].[Na+]. The catalyst is C(#N)C. The product is [Cl:7][C:8]1[C:13]([C:14]#[N:16])=[CH:12][N:11]=[C:10]([Cl:17])[CH:9]=1. The yield is 0.880.